Dataset: Reaction yield outcomes from USPTO patents with 853,638 reactions. Task: Predict the reaction yield, written as a fraction of the theoretical maximum amount of product (1.0 means a 100% yield; for example, 0.34 means a 34% yield). The product is [Cl:20][C:16]1[CH:15]=[C:14]([CH:13]2[CH2:31][C:30](=[O:32])[NH:29][CH:28]([C:26]3[CH:27]=[C:22]([F:21])[CH:23]=[CH:24][C:25]=3[CH3:37])[C:7]32[C:6]2[C:10](=[CH:11][C:3]([O:2][CH3:1])=[CH:4][CH:5]=2)[NH:9][C:8]3=[O:12])[CH:19]=[CH:18][CH:17]=1. The reactants are [CH3:1][O:2][C:3]1[CH:11]=[C:10]2[C:6](/[C:7](=[CH:13]/[C:14]3[CH:19]=[CH:18][CH:17]=[C:16]([Cl:20])[CH:15]=3)/[C:8](=[O:12])[NH:9]2)=[CH:5][CH:4]=1.[F:21][C:22]1[CH:23]=[CH:24][C:25]([CH3:37])=[C:26]([CH:28]=[N:29][C:30]([O:32][Si](C)(C)C)=[CH2:31])[CH:27]=1. The yield is 0.100. The catalyst is C1(C)C=CC=CC=1.